Dataset: Forward reaction prediction with 1.9M reactions from USPTO patents (1976-2016). Task: Predict the product of the given reaction. Given the reactants [CH:1]12[CH2:10][CH:5]3[CH2:6][CH:7]([CH2:9][CH:3]([CH2:4]3)[CH:2]1[N:11]1[C:14](=[O:15])[C:13]([CH3:17])([CH3:16])[NH:12]1)[CH2:8]2.[F:18][C:19]1[CH:20]=[C:21]([CH:24]=[C:25]([F:27])[CH:26]=1)[CH2:22]Br, predict the reaction product. The product is: [F:18][C:19]1[CH:20]=[C:21]([CH:24]=[C:25]([F:27])[CH:26]=1)[CH2:22][N:12]1[C:13]([CH3:17])([CH3:16])[C:14](=[O:15])[N:11]1[CH:2]1[CH:3]2[CH2:4][CH:5]3[CH2:6][CH:7]([CH2:8][CH:1]1[CH2:10]3)[CH2:9]2.